From a dataset of Reaction yield outcomes from USPTO patents with 853,638 reactions. Predict the reaction yield, written as a fraction of the theoretical maximum amount of product (1.0 means a 100% yield; for example, 0.34 means a 34% yield). The product is [CH3:1][N:2]1[C:6]([S:7][CH3:8])=[CH:5][C:4]([CH:9]([C:10]2[NH:40][C:13]([C:15]3[S:16][C:17]([CH2:20][OH:21])=[CH:18][N:19]=3)=[CH:12][CH:11]=2)[CH2:29][CH:30]2[CH2:35][CH2:34][O:33][CH2:32][CH2:31]2)=[N:3]1. The yield is 0.800. The catalyst is C(O)(=O)C. The reactants are [CH3:1][N:2]1[C:6]([S:7][CH3:8])=[CH:5][C:4]([CH:9]([CH2:29][CH:30]2[CH2:35][CH2:34][O:33][CH2:32][CH2:31]2)[C:10](=O)[CH2:11][CH2:12][C:13]([C:15]2[S:16][C:17]([CH2:20][O:21]C3CCCCO3)=[CH:18][N:19]=2)=O)=[N:3]1.C([O-])(=O)C.[NH4+:40].[OH-].[Na+].